This data is from Catalyst prediction with 721,799 reactions and 888 catalyst types from USPTO. The task is: Predict which catalyst facilitates the given reaction. Reactant: Cl[C:2]1[N:7]([C:8]2[CH:13]=[C:12]([O:14][C:15]3[N:20]=[CH:19][CH:18]=[CH:17][N:16]=3)[C:11]([Cl:21])=[CH:10][C:9]=2[F:22])[C:6](=[O:23])[CH:5]=[C:4]([C:24]([F:27])([F:26])[F:25])[N:3]=1.[CH3:28][C:29](=[N:31][OH:32])[CH3:30].C(=O)([O-])[O-].[K+].[K+].O1CCCC1. Product: [Cl:21][C:11]1[C:12]([O:14][C:15]2[N:20]=[CH:19][CH:18]=[CH:17][N:16]=2)=[CH:13][C:8]([N:7]2[C:6](=[O:23])[CH:5]=[C:4]([C:24]([F:27])([F:26])[F:25])[N:3]=[C:2]2[O:32][N:31]=[C:29]([CH3:30])[CH3:28])=[C:9]([F:22])[CH:10]=1. The catalyst class is: 170.